From a dataset of Peptide-MHC class II binding affinity with 134,281 pairs from IEDB. Regression. Given a peptide amino acid sequence and an MHC pseudo amino acid sequence, predict their binding affinity value. This is MHC class II binding data. (1) The peptide sequence is ATPPPPPPPQLGASP. The MHC is HLA-DQA10102-DQB10602 with pseudo-sequence HLA-DQA10102-DQB10602. The binding affinity (normalized) is 0.186. (2) The MHC is DRB3_0202 with pseudo-sequence DRB3_0202. The binding affinity (normalized) is 0.443. The peptide sequence is PYHFDLSGHAFGAMA.